This data is from Catalyst prediction with 721,799 reactions and 888 catalyst types from USPTO. The task is: Predict which catalyst facilitates the given reaction. Reactant: [CH2:1]([O:3][C:4](=[O:21])[CH2:5][CH2:6][CH:7]1[CH2:20][C:11]2=[N:12][C:13]3[N:14]=[CH:15][CH:16]=[CH:17][C:18]=3[CH:19]=[C:10]2[CH2:9][CH2:8]1)[CH3:2]. Product: [CH2:1]([O:3][C:4](=[O:21])[CH2:5][CH2:6][CH:7]1[CH2:20][C:11]2=[N:12][C:13]3[NH:14][CH2:15][CH2:16][CH2:17][C:18]=3[CH:19]=[C:10]2[CH2:9][CH2:8]1)[CH3:2]. The catalyst class is: 29.